From a dataset of Peptide-MHC class I binding affinity with 185,985 pairs from IEDB/IMGT. Regression. Given a peptide amino acid sequence and an MHC pseudo amino acid sequence, predict their binding affinity value. This is MHC class I binding data. (1) The peptide sequence is SLNLAKEAV. The MHC is HLA-A01:01 with pseudo-sequence HLA-A01:01. The binding affinity (normalized) is 0.0847. (2) The peptide sequence is EFIFSALDEK. The MHC is HLA-A31:01 with pseudo-sequence HLA-A31:01. The binding affinity (normalized) is 0. (3) The peptide sequence is AQIGIFAPV. The MHC is HLA-B39:01 with pseudo-sequence HLA-B39:01. The binding affinity (normalized) is 0.787. (4) The peptide sequence is VMGGNAAEA. The MHC is HLA-A69:01 with pseudo-sequence HLA-A69:01. The binding affinity (normalized) is 0.0847. (5) The peptide sequence is ATKRIRMA. The MHC is HLA-A02:01 with pseudo-sequence HLA-A02:01. The binding affinity (normalized) is 0.0141. (6) The peptide sequence is LMRRFRFTV. The MHC is HLA-A26:01 with pseudo-sequence HLA-A26:01. The binding affinity (normalized) is 0.0847. (7) The peptide sequence is NITTLLNETA. The MHC is HLA-A02:02 with pseudo-sequence HLA-A02:02. The binding affinity (normalized) is 0.502.